Dataset: Forward reaction prediction with 1.9M reactions from USPTO patents (1976-2016). Task: Predict the product of the given reaction. (1) Given the reactants [F:1][C:2]1[CH:18]=[CH:17][C:5]2[N:6]=[C:7]([NH:9][C@H:10]3[CH2:14][CH2:13][CH2:12][C@@H:11]3[NH:15][CH3:16])[S:8][C:4]=2[CH:3]=1.[F:19][C:20]1[CH:28]=[CH:27][CH:26]=[C:25]([F:29])[C:21]=1[C:22]([OH:24])=O.C(N(CC)CC)C.CN(C(ON1N=NC2C=CC=NC1=2)=[N+](C)C)C.F[P-](F)(F)(F)(F)F, predict the reaction product. The product is: [F:29][C:25]1[CH:26]=[CH:27][CH:28]=[C:20]([F:19])[C:21]=1[C:22]([N:15]([C@H:11]1[CH2:12][CH2:13][CH2:14][C@@H:10]1[NH:9][C:7]1[S:8][C:4]2[CH:3]=[C:2]([F:1])[CH:18]=[CH:17][C:5]=2[N:6]=1)[CH3:16])=[O:24]. (2) Given the reactants [C:1]([NH:6][NH:7][C:8]([CH:10]1[N:15](C(OC(C)(C)C)=O)[CH2:14][CH:13]([C:23]([O:25][CH3:26])=[O:24])[CH2:12][CH2:11]1)=[O:9])(=O)[CH:2]([CH3:4])[CH3:3].P(Cl)(Cl)(Cl)=O.C([O-])(O)=O.[Na+], predict the reaction product. The product is: [CH:2]([C:1]1[O:9][C:8]([C@@H:10]2[NH:15][CH2:14][C@@H:13]([C:23]([O:25][CH3:26])=[O:24])[CH2:12][CH2:11]2)=[N:7][N:6]=1)([CH3:4])[CH3:3]. (3) The product is: [C:9]1([CH:1]([C:3]2[CH:8]=[CH:7][CH:6]=[CH:5][N:4]=2)[NH2:2])[CH:14]=[CH:13][CH:12]=[CH:11][CH:10]=1. Given the reactants [C:1]([C:3]1[CH:8]=[CH:7][CH:6]=[CH:5][N:4]=1)#[N:2].[C:9]1([Mg]Br)[CH:14]=[CH:13][CH:12]=[CH:11][CH:10]=1.C(O)C(C)C.[BH4-].[Na+], predict the reaction product. (4) Given the reactants [CH3:1][CH2:2][N:3]([CH2:6][CH3:7])[CH2:4][CH3:5].[C:8]1([C:14]2C(C=O)=[N:16][NH:17][N:18]=2)[CH:13]=[CH:12][CH:11]=[CH:10][CH:9]=1.C([BH3-])#N.[Na+].[CH3:25][OH:26], predict the reaction product. The product is: [C:8]1([C:14]2[C:1]([CH2:2][N:3]3[CH2:6][CH2:7][C:10]4[C:5](=[C:25]([OH:26])[CH:13]=[CH:8][CH:9]=4)[CH2:4]3)=[N:16][NH:17][N:18]=2)[CH:9]=[CH:10][CH:11]=[CH:12][CH:13]=1. (5) Given the reactants [CH2:1]1[C:3]2([CH2:8][CH2:7][CH:6]([NH:9]C(=O)OC(C)(C)C)[CH2:5][CH2:4]2)[CH2:2]1.[C:17]([OH:23])([C:19]([F:22])([F:21])[F:20])=[O:18], predict the reaction product. The product is: [F:20][C:19]([F:22])([F:21])[C:17]([OH:23])=[O:18].[CH2:2]1[C:3]2([CH2:8][CH2:7][CH:6]([NH2:9])[CH2:5][CH2:4]2)[CH2:1]1. (6) Given the reactants [I:1][C:2]1[C:10]2[C:5](=[N:6][CH:7]=[C:8]([C:11]#[N:12])[CH:9]=2)[NH:4][CH:3]=1.[C:13]1([S:19](Cl)(=[O:21])=[O:20])[CH:18]=[CH:17][CH:16]=[CH:15][CH:14]=1.[OH-].[Na+], predict the reaction product. The product is: [C:13]1([S:19]([N:4]2[C:5]3=[N:6][CH:7]=[C:8]([C:11]#[N:12])[CH:9]=[C:10]3[C:2]([I:1])=[CH:3]2)(=[O:21])=[O:20])[CH:18]=[CH:17][CH:16]=[CH:15][CH:14]=1. (7) Given the reactants [NH2:1][C:2]1[C:3]([CH3:8])=[CH:4][CH:5]=[CH:6][CH:7]=1.Cl[CH2:10][CH2:11][N:12]([CH2:24][CH2:25]Cl)[CH2:13][C@@H:14]1[O:19][C:18]2[CH:20]=[CH:21][CH:22]=[CH:23][C:17]=2[O:16][CH2:15]1, predict the reaction product. The product is: [O:19]1[C@@H:14]([CH2:13][N:12]2[CH2:11][CH2:10][N:1]([C:2]3[CH:7]=[CH:6][CH:5]=[CH:4][C:3]=3[CH3:8])[CH2:25][CH2:24]2)[CH2:15][O:16][C:17]2[CH:23]=[CH:22][CH:21]=[CH:20][C:18]1=2. (8) Given the reactants [CH3:1][O:2][C:3]1[CH:4]=[C:5]([CH:11]=[CH:12][C:13]=1[N+:14]([O-])=O)[C:6]([N:8]([CH3:10])[CH3:9])=[O:7], predict the reaction product. The product is: [NH2:14][C:13]1[CH:12]=[CH:11][C:5]([C:6]([N:8]([CH3:10])[CH3:9])=[O:7])=[CH:4][C:3]=1[O:2][CH3:1]. (9) Given the reactants [C:1]([C:5]1[CH:10]=[C:9]([CH3:11])[CH:8]=[CH:7][C:6]=1[OH:12])([CH3:4])([CH3:3])[CH3:2].[Br:13]Br, predict the reaction product. The product is: [C:1]([C:5]1[CH:10]=[C:9]([CH3:11])[CH:8]=[C:7]([Br:13])[C:6]=1[OH:12])([CH3:4])([CH3:3])[CH3:2]. (10) Given the reactants C(O[C:4]([C:6]1[C:11]([NH:12][C:13]2[CH:14]=[N:15][CH:16]=[CH:17][CH:18]=2)=[CH:10][CH:9]=[C:8]([CH3:19])[N:7]=1)=[O:5])C.[NH2:20][C:21]1[S:22][C:23]([CH3:26])=[CH:24][N:25]=1, predict the reaction product. The product is: [CH3:26][C:23]1[S:22][C:21]([NH:20][C:4]([C:6]2[C:11]([NH:12][C:13]3[CH:14]=[N:15][CH:16]=[CH:17][CH:18]=3)=[CH:10][CH:9]=[C:8]([CH3:19])[N:7]=2)=[O:5])=[N:25][CH:24]=1.